This data is from Reaction yield outcomes from USPTO patents with 853,638 reactions. The task is: Predict the reaction yield, written as a fraction of the theoretical maximum amount of product (1.0 means a 100% yield; for example, 0.34 means a 34% yield). (1) The product is [N:20]1[CH:21]=[CH:22][CH:23]=[CH:24][C:19]=1[NH:18][C:16]1[N:17]=[C:13]([C:11]2[C:10]([C:25]([F:27])([F:28])[F:26])=[N:9][NH:8][CH:12]=2)[S:14][CH:15]=1. The reactants are COC1C=CC(C[N:8]2[CH:12]=[C:11]([C:13]3[S:14][CH:15]=[C:16]([NH:18][C:19]4[CH:24]=[CH:23][CH:22]=[CH:21][N:20]=4)[N:17]=3)[C:10]([C:25]([F:28])([F:27])[F:26])=[N:9]2)=CC=1.C([O-])([O-])=O.[Na+].[Na+]. The yield is 0.440. The catalyst is C(O)(C(F)(F)F)=O. (2) The product is [O:15]1[C:11]2[CH:10]=[CH:9][C:8]([C:5]([F:7])([F:6])[C:4]([NH:18][NH2:19])=[O:3])=[CH:16][C:12]=2[CH:13]=[CH:14]1. The yield is 0.990. The reactants are C([O:3][C:4](=O)[C:5]([C:8]1[CH:9]=[CH:10][C:11]2[O:15][CH:14]=[CH:13][C:12]=2[CH:16]=1)([F:7])[F:6])C.[NH2:18][NH2:19]. The catalyst is CO.